The task is: Predict which catalyst facilitates the given reaction.. This data is from Catalyst prediction with 721,799 reactions and 888 catalyst types from USPTO. Reactant: C(OC([N:8]1[CH2:13][CH2:12][CH2:11][CH:10]([C:14]2[CH:19]=[CH:18][C:17]([F:20])=[C:16]([O:21][CH2:22][CH2:23][O:24][CH3:25])[CH:15]=2)[CH2:9]1)=O)(C)(C)C.[ClH:26]. Product: [ClH:26].[F:20][C:17]1[CH:18]=[CH:19][C:14]([CH:10]2[CH2:11][CH2:12][CH2:13][NH:8][CH2:9]2)=[CH:15][C:16]=1[O:21][CH2:22][CH2:23][O:24][CH3:25]. The catalyst class is: 523.